This data is from Forward reaction prediction with 1.9M reactions from USPTO patents (1976-2016). The task is: Predict the product of the given reaction. (1) Given the reactants [OH:1][CH:2]1[CH2:19][CH:18]2[CH:4]([C:5](=[O:31])[N:6]([CH3:30])[CH2:7][CH2:8][CH2:9][CH2:10][CH:11]=[CH:12][CH:13]3[C:15]([C:21]([NH:23][S:24]([CH:27]4[CH2:29][CH2:28]4)(=[O:26])=[O:25])=[O:22])([NH:16][C:17]2=[O:20])[CH2:14]3)[CH2:3]1.[C:32](=[O:35])(O)[O-].[Na+].C(Cl)(Cl)=O.[NH2:41][C:42]1[CH:43]=[C:44]([CH:47]=[C:48]([O:50][CH3:51])[CH:49]=1)[C:45]#[N:46].C(=O)([O-])[O-].[K+].[K+].C(=O)([O-])N, predict the reaction product. The product is: [CH:27]1([S:24]([NH:23][C:21]([C:15]23[CH2:14][CH:13]2[CH:12]=[CH:11][CH2:10][CH2:9][CH2:8][CH2:7][N:6]([CH3:30])[C:5](=[O:31])[CH:4]2[CH:18]([CH2:19][CH:2]([O:1][C:32](=[O:35])[NH:41][C:42]4[CH:49]=[C:48]([O:50][CH3:51])[CH:47]=[C:44]([C:45]#[N:46])[CH:43]=4)[CH2:3]2)[C:17](=[O:20])[NH:16]3)=[O:22])(=[O:26])=[O:25])[CH2:28][CH2:29]1. (2) Given the reactants Cl[C:2]1[N:11]=[C:10]([C:12]2[CH:17]=[CH:16][CH:15]=[CH:14][CH:13]=2)[C:9]2[C:4](=[CH:5][CH:6]=[C:7]([Cl:18])[CH:8]=2)[N:3]=1.[CH2:19]([NH2:25])[C:20]1[O:24][CH:23]=[CH:22][CH:21]=1, predict the reaction product. The product is: [Cl:18][C:7]1[CH:8]=[C:9]2[C:4](=[CH:5][CH:6]=1)[N:3]=[C:2]([NH:25][CH2:19][C:20]1[O:24][CH:23]=[CH:22][CH:21]=1)[N:11]=[C:10]2[C:12]1[CH:17]=[CH:16][CH:15]=[CH:14][CH:13]=1.